Task: Predict the reactants needed to synthesize the given product.. Dataset: Full USPTO retrosynthesis dataset with 1.9M reactions from patents (1976-2016) (1) The reactants are: [CH3:1][NH:2][C:3]([C:5]1[CH:10]=[CH:9][C:8]([C:11]#[C:12][C:13]2[CH:14]=[CH:15][C:16]([O:22][C:23]([F:26])([F:25])[F:24])=[C:17]([CH:21]=2)[C:18](O)=[O:19])=[CH:7][CH:6]=1)=[O:4].[NH2:27][CH:28]([CH2:32][C:33]1[C:41]2[C:36](=[CH:37][CH:38]=[CH:39][CH:40]=2)[NH:35][CH:34]=1)[CH2:29][C:30]#[N:31].C1C=CC2N(O)N=NC=2C=1.CCN=C=NCCCN(C)C.Cl. Given the product [C:30]([CH2:29][CH:28]([NH:27][C:18](=[O:19])[C:17]1[CH:21]=[C:13]([C:12]#[C:11][C:8]2[CH:7]=[CH:6][C:5]([C:3](=[O:4])[NH:2][CH3:1])=[CH:10][CH:9]=2)[CH:14]=[CH:15][C:16]=1[O:22][C:23]([F:24])([F:25])[F:26])[CH2:32][C:33]1[C:41]2[C:36](=[CH:37][CH:38]=[CH:39][CH:40]=2)[NH:35][CH:34]=1)#[N:31], predict the reactants needed to synthesize it. (2) Given the product [OH:3][CH2:4][C:6]1[C:10]2[CH:11]=[CH:12][C:13]([OH:15])=[CH:14][C:9]=2[O:8][CH:7]=1, predict the reactants needed to synthesize it. The reactants are: C([O:3][C:4]([C:6]1[C:10]2[CH:11]=[CH:12][C:13]([OH:15])=[CH:14][C:9]=2[O:8][CH:7]=1)=O)C.CC(C[AlH]CC(C)C)C. (3) Given the product [CH3:19][N:20]([CH3:27])[CH2:21][CH2:22][CH2:23][C:6]([N:8]1[CH2:12][C:11](=[N:13][O:14][CH3:15])[CH2:10][C@H:9]1[C:16]([NH:43][C:39]1[CH:40]=[CH:41][C:42]2[N:30]([CH2:28][CH3:29])[C:31]3[C:36]([C:37]=2[CH:38]=1)=[CH:35][CH:34]=[CH:33][CH:32]=3)=[O:18])=[O:7], predict the reactants needed to synthesize it. The reactants are: C(O[C:6]([N:8]1[CH2:12][C:11](=[N:13][O:14][CH3:15])[CH2:10][C@H:9]1[C:16]([OH:18])=O)=[O:7])(C)(C)C.[CH3:19][N:20]([CH3:27])[CH2:21][CH2:22][CH2:23]C(Cl)=O.[CH2:28]([N:30]1[C:42]2[CH:41]=[CH:40][C:39]([NH2:43])=[CH:38][C:37]=2[C:36]2[C:31]1=[CH:32][CH:33]=[CH:34][CH:35]=2)[CH3:29]. (4) Given the product [Br:32][C:27]1[C:28]([O:30][CH3:31])=[CH:29][C:22]([O:21][CH3:20])=[C:23]([CH:24]([OH:25])[C:9]#[C:8][C:6]2[CH:7]=[CH:2][CH:3]=[CH:4][CH:5]=2)[CH:26]=1, predict the reactants needed to synthesize it. The reactants are: F[C:2]1[CH:3]=[CH:4][C:5](OC)=[C:6]([CH:8](O)[C:9]#CC2C=CC=CC=2)[CH:7]=1.[CH3:20][O:21][C:22]1[CH:29]=[C:28]([O:30][CH3:31])[C:27]([Br:32])=[CH:26][C:23]=1[CH:24]=[O:25]. (5) Given the product [F:1][C:2]1[CH:3]=[CH:4][C:5]([S:8]([N:11]2[C:20]3[C:15](=[CH:16][C:17]([C:21]([OH:30])([C:22]([F:25])([F:24])[F:23])[C:26]([F:27])([F:28])[F:29])=[CH:18][CH:19]=3)[CH2:14][CH2:13][C@H:12]2[CH2:31][C:32]2[O:36][C:35]([CH2:37][C:38]([N:42]([CH3:43])[CH3:41])=[O:40])=[N:34][N:33]=2)(=[O:9])=[O:10])=[CH:6][CH:7]=1, predict the reactants needed to synthesize it. The reactants are: [F:1][C:2]1[CH:7]=[CH:6][C:5]([S:8]([N:11]2[C:20]3[C:15](=[CH:16][C:17]([C:21]([OH:30])([C:26]([F:29])([F:28])[F:27])[C:22]([F:25])([F:24])[F:23])=[CH:18][CH:19]=3)[CH2:14][CH2:13][C@H:12]2[CH2:31][C:32]2[O:36][C:35]([CH2:37][C:38]([OH:40])=O)=[N:34][N:33]=2)(=[O:10])=[O:9])=[CH:4][CH:3]=1.[CH3:41][NH:42][CH3:43].